Dataset: Catalyst prediction with 721,799 reactions and 888 catalyst types from USPTO. Task: Predict which catalyst facilitates the given reaction. Reactant: [CH2:1]([C:3]1[CH:11]=[CH:10][C:9]2[NH:8][C:7]3[CH2:12][CH2:13][N:14]([CH3:16])[CH2:15][C:6]=3[C:5]=2[CH:4]=1)[CH3:2].[F:17][C:18]([F:28])([F:27])[C:19]1[CH:24]=[CH:23][N:22]=[CH:21][C:20]=1[CH:25]=[CH2:26].[OH-].[K+]. Product: [CH2:1]([C:3]1[CH:11]=[CH:10][C:9]2[N:8]([CH2:26][CH2:25][C:20]3[CH:21]=[N:22][CH:23]=[CH:24][C:19]=3[C:18]([F:28])([F:17])[F:27])[C:7]3[CH2:12][CH2:13][N:14]([CH3:16])[CH2:15][C:6]=3[C:5]=2[CH:4]=1)[CH3:2]. The catalyst class is: 37.